From a dataset of Catalyst prediction with 721,799 reactions and 888 catalyst types from USPTO. Predict which catalyst facilitates the given reaction. (1) Reactant: [F:1][C:2]1[CH:7]=[CH:6][CH:5]=[CH:4][C:3]=1[OH:8].I[CH2:10][CH3:11].C(=O)([O-])[O-].[K+].[K+]. Product: [CH2:10]([O:8][C:3]1[CH:4]=[CH:5][CH:6]=[CH:7][C:2]=1[F:1])[CH3:11]. The catalyst class is: 21. (2) Reactant: [C:1]([O:6][N:7]1[C:11](=[O:12])[CH2:10][CH2:9][C:8]1=[O:13])(=[O:5])[C:2]([CH3:4])=[CH2:3].[CH:14]([NH:17][C:18](=[O:22])[C:19]([CH3:21])=[CH2:20])([CH3:16])[CH3:15]. Product: [C:1]([O:6][N:7]1[C:11](=[O:12])[CH2:10][CH2:9][C:8]1=[O:13])(=[O:5])[C:2]([CH3:4])=[CH2:3].[CH:14]([NH:17][C:18](=[O:22])[C:19]([CH3:21])=[CH2:20])([CH3:16])[CH3:15]. The catalyst class is: 107. (3) Reactant: [NH2:1][C@@H:2]([CH2:13][OH:14])[CH2:3][C:4]1[C:12]2[C:7](=[CH:8][CH:9]=[CH:10][CH:11]=2)[NH:6][CH:5]=1.C(N(CC)CC)C.[N:22]1[CH:27]=[CH:26][CH:25]=[CH:24][C:23]=1[C:28]1[S:32][C:31]([S:33](Cl)(=[O:35])=[O:34])=[CH:30][CH:29]=1.O. Product: [OH:14][CH2:13][C@H:2]([NH:1][S:33]([C:31]1[S:32][C:28]([C:23]2[CH:24]=[CH:25][CH:26]=[CH:27][N:22]=2)=[CH:29][CH:30]=1)(=[O:34])=[O:35])[CH2:3][C:4]1[C:12]2[C:7](=[CH:8][CH:9]=[CH:10][CH:11]=2)[NH:6][CH:5]=1. The catalyst class is: 220.